Dataset: Forward reaction prediction with 1.9M reactions from USPTO patents (1976-2016). Task: Predict the product of the given reaction. (1) Given the reactants C([O:3][C:4]([C:6]1([NH:15][C:16]([C@H:18]2[C:27]3[C:22](=[CH:23][CH:24]=[CH:25][CH:26]=3)[CH2:21][CH2:20][CH2:19]2)=[O:17])[CH2:14][C:13]2[C:8](=[CH:9][CH:10]=[CH:11][CH:12]=2)[CH2:7]1)=[O:5])C.[OH-].[K+].O, predict the reaction product. The product is: [C@H:18]1([C:16]([NH:15][C:6]2([C:4]([OH:5])=[O:3])[CH2:14][C:13]3[C:8](=[CH:9][CH:10]=[CH:11][CH:12]=3)[CH2:7]2)=[O:17])[C:27]2[C:22](=[CH:23][CH:24]=[CH:25][CH:26]=2)[CH2:21][CH2:20][CH2:19]1. (2) The product is: [Cl:23][C:24]1[CH:25]=[C:26]([CH:30]=[C:31]([S:33]([F:38])([F:34])([F:35])([F:36])[F:37])[CH:32]=1)[C:27]([NH:6][C:5]1[CH:7]=[CH:8][C:2]([CH3:1])=[C:3]([N:9]2[C:16]3[N:12]([N:13]=[C:14]([C:17]4[CH:18]=[N:19][CH:20]=[CH:21][CH:22]=4)[CH:15]=3)[CH:11]=[CH:10]2)[CH:4]=1)=[O:28]. Given the reactants [CH3:1][C:2]1[CH:8]=[CH:7][C:5]([NH2:6])=[CH:4][C:3]=1[N:9]1[C:16]2[N:12]([N:13]=[C:14]([C:17]3[CH:18]=[N:19][CH:20]=[CH:21][CH:22]=3)[CH:15]=2)[CH:11]=[CH:10]1.[Cl:23][C:24]1[CH:25]=[C:26]([CH:30]=[C:31]([S:33]([F:38])([F:37])([F:36])([F:35])[F:34])[CH:32]=1)[C:27](O)=[O:28], predict the reaction product. (3) The product is: [Br:8][C:6]1[CH:5]=[N:4][CH:3]=[C:2]([O:15][C:14]2[CH:31]=[CH:32][C:11]([O:10][CH3:9])=[CH:12][CH:13]=2)[CH:7]=1. Given the reactants Br[C:2]1[CH:3]=[N:4][CH:5]=[C:6]([Br:8])[CH:7]=1.[CH3:9][O:10][C:11]1[CH:32]=[CH:31][C:14]([O:15]C2C=C(N3CCC4(NCCC4)C3)C=NC=2)=[CH:13][CH:12]=1.COC1C=CC([O-])=CC=1.[Na+], predict the reaction product. (4) Given the reactants [CH2:1]([O:3][C:4]1[CH2:9][CH2:8][CH:7]([CH2:10][CH2:11][CH2:12][OH:13])[C:6](=[O:14])[CH:5]=1)[CH3:2].CCN(CC)CC.[CH3:22][N:23]1C(=O)O[C:26](=[O:27])[C:25]2=[CH:31][CH:32]=[CH:33][CH:34]=[C:24]12.O, predict the reaction product. The product is: [CH3:22][NH:23][C:24]1[CH:34]=[CH:33][CH:32]=[CH:31][C:25]=1[C:26]([O:13][CH2:12][CH2:11][CH2:10][CH:7]1[CH2:8][CH2:9][C:4]([O:3][CH2:1][CH3:2])=[CH:5][C:6]1=[O:14])=[O:27]. (5) Given the reactants ClC1C=C(C2C(C3CO3)OCCN(C([O-])=O)C2)C=CC=1Cl.[Cl:22][C:23]1[CH:24]=[C:25]([CH:30]2[CH:36]([CH:37]3[CH2:39][O:38]3)[O:35][CH2:34][CH2:33][N:32]([C:40]([O:42][C:43]([CH3:46])([CH3:45])[CH3:44])=[O:41])[CH2:31]2)[CH:26]=[CH:27][C:28]=1[Cl:29].[CH3:47][S-:48].[Na+].O, predict the reaction product. The product is: [Cl:22][C:23]1[CH:24]=[C:25]([CH:30]2[CH:36]([CH:37]([OH:38])[CH2:39][S:48][CH3:47])[O:35][CH2:34][CH2:33][N:32]([C:40]([O:42][C:43]([CH3:46])([CH3:45])[CH3:44])=[O:41])[CH2:31]2)[CH:26]=[CH:27][C:28]=1[Cl:29].